This data is from Reaction yield outcomes from USPTO patents with 853,638 reactions. The task is: Predict the reaction yield, written as a fraction of the theoretical maximum amount of product (1.0 means a 100% yield; for example, 0.34 means a 34% yield). The reactants are P(Br)(Br)[Br:2].[Br:5][C:6]1[CH:7]=[N:8][C:9]2[C:14]([C:15]=1O)=[N:13][C:12]([O:17][CH3:18])=[CH:11][CH:10]=2.C(=O)([O-])[O-].[Na+].[Na+]. The catalyst is CN(C)C=O. The product is [Br:5][C:6]1[C:15]([Br:2])=[C:14]2[C:9]([CH:10]=[CH:11][C:12]([O:17][CH3:18])=[N:13]2)=[N:8][CH:7]=1. The yield is 0.800.